Dataset: Full USPTO retrosynthesis dataset with 1.9M reactions from patents (1976-2016). Task: Predict the reactants needed to synthesize the given product. (1) Given the product [O:19]([CH2:16][C:17]#[C:18][C:2]1[S:6][CH:5]=[C:4]([C:7]([O:9][C:10]2[CH:15]=[CH:14][CH:13]=[CH:12][CH:11]=2)=[O:8])[CH:3]=1)[C:20]1[CH:25]=[CH:24][CH:23]=[CH:22][CH:21]=1, predict the reactants needed to synthesize it. The reactants are: Br[C:2]1[S:6][CH:5]=[C:4]([C:7]([O:9][C:10]2[CH:15]=[CH:14][CH:13]=[CH:12][CH:11]=2)=[O:8])[CH:3]=1.[CH2:16]([O:19][C:20]1[CH:25]=[CH:24][CH:23]=[CH:22][CH:21]=1)[C:17]#[CH:18].C1(P(C2C=CC=CC=2)C2C=CC=CC=2)C=CC=CC=1.C(N(CC)CC)C. (2) Given the product [CH3:16][C:17]1[O:21][C:20]([C:22]2[CH:27]=[CH:26][CH:25]=[CH:24][CH:23]=2)=[N:19][C:18]=1[CH2:28][O:29][C:30]1[CH:35]=[CH:34][C:33]([S:36]([N:2]2[C:10]3[C:5](=[CH:6][CH:7]=[CH:8][CH:9]=3)[CH2:4][C@@H:3]2[C:11]([OH:13])=[O:12])(=[O:38])=[O:37])=[CH:32][CH:31]=1, predict the reactants needed to synthesize it. The reactants are: Cl.[NH:2]1[C:10]2[C:5](=[CH:6][CH:7]=[CH:8][CH:9]=2)[CH2:4][C@@H:3]1[C:11]([OH:13])=[O:12].[OH-].[Na+].[CH3:16][C:17]1[O:21][C:20]([C:22]2[CH:27]=[CH:26][CH:25]=[CH:24][CH:23]=2)=[N:19][C:18]=1[CH2:28][O:29][C:30]1[CH:35]=[CH:34][C:33]([S:36](Cl)(=[O:38])=[O:37])=[CH:32][CH:31]=1.Cl. (3) Given the product [Cl:8][C:6]1[N:5]=[C:4]([O:9][CH3:10])[N:3]=[C:2]([NH:21][CH2:20][CH2:19][C:14]2[CH:15]=[CH:16][C:17]([F:18])=[C:12]([F:11])[CH:13]=2)[CH:7]=1, predict the reactants needed to synthesize it. The reactants are: Cl[C:2]1[CH:7]=[C:6]([Cl:8])[N:5]=[C:4]([O:9][CH3:10])[N:3]=1.[F:11][C:12]1[CH:13]=[C:14]([CH2:19][CH2:20][NH2:21])[CH:15]=[CH:16][C:17]=1[F:18].C(=O)(O)[O-].[Na+].O. (4) Given the product [Cl:29][C:10]1[C:9]2[C:14](=[CH:15][CH:16]=[C:7]([C:36]([C:35]3[N:31]([CH3:30])[CH:32]=[N:33][CH:34]=3)([C:38]3[CH:39]=[N:40][C:41]([C:44]([F:47])([F:45])[F:46])=[CH:42][CH:43]=3)[OH:37])[CH:8]=2)[N:13]=[C:12]([O:49][CH3:48])[C:11]=1[CH2:18][C:19]1[CH:20]=[N:21][C:22]([C:25]([F:28])([F:27])[F:26])=[CH:23][CH:24]=1, predict the reactants needed to synthesize it. The reactants are: [Li]CCCC.Br[C:7]1[CH:8]=[C:9]2[C:14](=[CH:15][CH:16]=1)[N:13]=[C:12](Cl)[C:11]([CH2:18][C:19]1[CH:20]=[N:21][C:22]([C:25]([F:28])([F:27])[F:26])=[CH:23][CH:24]=1)=[C:10]2[Cl:29].[CH3:30][N:31]1[C:35]([C:36]([C:38]2[CH:39]=[N:40][C:41]([C:44]([F:47])([F:46])[F:45])=[CH:42][CH:43]=2)=[O:37])=[CH:34][N:33]=[CH:32]1.[C:48](=O)=[O:49].CC(C)=O. (5) The reactants are: [C:1]12([NH:6][C:7]([C:9]3[CH:10]=[C:11]([C:16]4[C:17]([CH2:36][C:37]([OH:39])=O)=[CH:18][C:19]5[O:23][C:22]([C:24]6[CH:29]=[CH:28][C:27]([F:30])=[CH:26][CH:25]=6)=[C:21]([C:31](=[O:34])[NH:32][CH3:33])[C:20]=5[CH:35]=4)[CH:12]=[CH:13][C:14]=3[F:15])=[O:8])[CH2:5][CH:3]([CH2:4]1)[CH2:2]2.[Cl-].[NH4+].CC[N:44](C(C)C)C(C)C.CN(C(ON1N=NC2C=CC=NC1=2)=[N+](C)C)C.F[P-](F)(F)(F)(F)F. Given the product [NH2:44][C:37](=[O:39])[CH2:36][C:17]1[C:16]([C:11]2[CH:12]=[CH:13][C:14]([F:15])=[C:9]([C:7](=[O:8])[NH:6][C:1]34[CH2:5][CH:3]([CH2:2]3)[CH2:4]4)[CH:10]=2)=[CH:35][C:20]2[C:21]([C:31]([NH:32][CH3:33])=[O:34])=[C:22]([C:24]3[CH:29]=[CH:28][C:27]([F:30])=[CH:26][CH:25]=3)[O:23][C:19]=2[CH:18]=1, predict the reactants needed to synthesize it.